Predict the reaction yield, written as a fraction of the theoretical maximum amount of product (1.0 means a 100% yield; for example, 0.34 means a 34% yield). From a dataset of Reaction yield outcomes from USPTO patents with 853,638 reactions. (1) The reactants are Cl.[Br:2][C:3]1[CH:9]=[CH:8][C:6]([NH2:7])=[CH:5][C:4]=1[C:10]([F:13])([F:12])[F:11].Cl[C:15](OC(Cl)(Cl)Cl)=[O:16]. The catalyst is C1(C)C=CC=CC=1. The product is [Br:2][C:3]1[CH:9]=[CH:8][C:6]([N:7]=[C:15]=[O:16])=[CH:5][C:4]=1[C:10]([F:11])([F:12])[F:13]. The yield is 0.860. (2) The reactants are [F:1][C:2]([F:16])([F:15])[O:3][C:4]1[CH:12]=[C:11]([CH:13]=[CH2:14])[CH:10]=[CH:9][C:5]=1[C:6]([OH:8])=[O:7].Br[CH:18]([C:23]1[CH:28]=[C:27]([Cl:29])[C:26]([F:30])=[C:25]([Cl:31])[CH:24]=1)[C:19]([F:22])([F:21])[F:20].N1C=CC=CC=1C1C=CC=CN=1. The catalyst is CN1CCCC1.O.[Cu]Cl. The product is [Cl:29][C:27]1[CH:28]=[C:23]([CH:18]([C:19]([F:22])([F:21])[F:20])/[CH:14]=[CH:13]/[C:11]2[CH:10]=[CH:9][C:5]([C:6]([OH:8])=[O:7])=[C:4]([O:3][C:2]([F:15])([F:16])[F:1])[CH:12]=2)[CH:24]=[C:25]([Cl:31])[C:26]=1[F:30]. The yield is 0.210.